Dataset: Full USPTO retrosynthesis dataset with 1.9M reactions from patents (1976-2016). Task: Predict the reactants needed to synthesize the given product. (1) Given the product [N+:1]([C:4]1[CH:9]=[CH:8][C:7]([NH:10][CH:11]2[CH2:12][CH2:13][CH:14]([O:17][CH2:18][C:19]([N:69]3[CH2:70][CH2:71][N:66]([CH2:65][CH:63]4[CH2:62][C:61]5[CH:72]=[C:57]([C:56]([F:74])([F:55])[F:73])[CH:58]=[CH:59][C:60]=5[O:64]4)[CH2:67][CH2:68]3)=[O:21])[CH2:15][CH2:16]2)=[CH:6][C:5]=1[C:22]([F:25])([F:23])[F:24])([O-:3])=[O:2], predict the reactants needed to synthesize it. The reactants are: [N+:1]([C:4]1[CH:9]=[CH:8][C:7]([NH:10][CH:11]2[CH2:16][CH2:15][CH:14]([O:17][CH2:18][C:19]([OH:21])=O)[CH2:13][CH2:12]2)=[CH:6][C:5]=1[C:22]([F:25])([F:24])[F:23])([O-:3])=[O:2].CCN=C=NCCCN(C)C.Cl.C1C=CC2N(O)N=NC=2C=1.C(N(CC)CC)C.[F:55][C:56]([F:74])([F:73])[C:57]1[CH:58]=[CH:59][C:60]2[O:64][CH:63]([CH2:65][N:66]3[CH2:71][CH2:70][NH:69][CH2:68][CH2:67]3)[CH2:62][C:61]=2[CH:72]=1. (2) Given the product [C:49]([C:48]1[CH:51]=[CH:52][CH:53]=[CH:54][C:47]=1[N:40]1[C:41]2[C:46](=[CH:45][CH:44]=[CH:43][CH:42]=2)[C:38]([CH2:37][N:16]2[C:15](=[O:34])[C@@H:14]([NH:13][C:11](=[O:12])[C@@H:10]([N:2]([CH3:1])[C:3](=[O:9])[O:4][C:5]([CH3:6])([CH3:7])[CH3:8])[CH3:35])[C@H:20]([CH3:21])[N:19]([C:22]([CH:24]3[CH2:29][CH2:28][O:27][CH2:26][CH2:25]3)=[O:23])[C:18]3[CH:30]=[CH:31][CH:32]=[CH:33][C:17]2=3)=[N:39]1)#[N:50], predict the reactants needed to synthesize it. The reactants are: [CH3:1][N:2]([C@@H:10]([CH3:35])[C:11]([NH:13][C@H:14]1[C@H:20]([CH3:21])[N:19]([C:22]([CH:24]2[CH2:29][CH2:28][O:27][CH2:26][CH2:25]2)=[O:23])[C:18]2[CH:30]=[CH:31][CH:32]=[CH:33][C:17]=2[NH:16][C:15]1=[O:34])=[O:12])[C:3](=[O:9])[O:4][C:5]([CH3:8])([CH3:7])[CH3:6].Br[CH2:37][C:38]1[C:46]2[C:41](=[CH:42][CH:43]=[CH:44][CH:45]=2)[N:40]([C:47]2[CH:54]=[CH:53][CH:52]=[CH:51][C:48]=2[C:49]#[N:50])[N:39]=1.C(=O)([O-])[O-].[Cs+].[Cs+].[I-].[Na+]. (3) Given the product [CH2:14]([O:48][C:1]([C:6]1[C:18](=[O:17])[O:19][C:20]2[C:21]([CH:5]=1)=[CH:22][C:27]([O:26][CH2:25][C:30]1[CH:31]=[CH:32][CH:33]=[CH:34][CH:35]=1)=[CH:28][CH:29]=2)=[O:7])[CH3:9], predict the reactants needed to synthesize it. The reactants are: [C:1]1([OH:7])[CH:6]=[CH:5]C=CC=1.C(Br)[C:9]1[CH:14]=CC=CC=1.C[O:17][CH2:18][O:19][C:20]1[CH:29]=[CH:28][C:27]2[O:26][CH:25]([C:30]3[CH:35]=[CH:34][C:33](OCOC)=[CH:32][CH:31]=3)C3CC(O)CC3[C:22]=2[CH:21]=1.CN(C=[O:48])C. (4) Given the product [NH2:5][S:6]([C:9]1[CH:14]=[CH:13][CH:12]=[CH:11][C:10]=1[C:15]1[CH:16]=[CH:17][C:18]([NH:21][C@H:22]([C:32]([NH:34][S:35]([CH3:38])(=[O:37])=[O:36])=[O:33])[CH2:23][C:24]2[CH:29]=[CH:28][CH:27]=[C:26]([C:30]#[N:31])[CH:25]=2)=[CH:19][CH:20]=1)(=[O:7])=[O:8], predict the reactants needed to synthesize it. The reactants are: C([NH:5][S:6]([C:9]1[CH:14]=[CH:13][CH:12]=[CH:11][C:10]=1[C:15]1[CH:20]=[CH:19][C:18]([NH:21][C@H:22]([C:32]([NH:34][S:35]([CH3:38])(=[O:37])=[O:36])=[O:33])[CH2:23][C:24]2[CH:29]=[CH:28][CH:27]=[C:26]([C:30]#[N:31])[CH:25]=2)=[CH:17][CH:16]=1)(=[O:8])=[O:7])(C)(C)C.C(O)(C(F)(F)F)=O. (5) Given the product [CH3:34][C:23]1[CH:22]=[C:21]([C:19]([N:10]2[C:11]3[CH:18]=[CH:17][CH:16]=[CH:15][C:12]=3[CH2:13][N:14]3[C:5]([C:3]([NH:45][CH2:44][C:43]4[CH:46]=[CH:47][C:40]([O:39][C:38]([F:48])([F:49])[F:37])=[CH:41][CH:42]=4)=[O:4])=[CH:6][CH:7]=[C:8]3[CH2:9]2)=[O:20])[CH:26]=[CH:25][C:24]=1[C:27]1[CH:32]=[CH:31][CH:30]=[CH:29][C:28]=1[CH3:33], predict the reactants needed to synthesize it. The reactants are: ClC(Cl)(Cl)[C:3]([C:5]1[N:14]2[C:8]([CH2:9][N:10]([C:19]([C:21]3[CH:26]=[CH:25][C:24]([C:27]4[CH:32]=[CH:31][CH:30]=[CH:29][C:28]=4[CH3:33])=[C:23]([CH3:34])[CH:22]=3)=[O:20])[C:11]3[CH:18]=[CH:17][CH:16]=[CH:15][C:12]=3[CH2:13]2)=[CH:7][CH:6]=1)=[O:4].[F:37][C:38]([F:49])([F:48])[O:39][C:40]1[CH:47]=[CH:46][C:43]([CH2:44][NH2:45])=[CH:42][CH:41]=1. (6) Given the product [CH3:17][O:16][C:13]1[CH:14]=[CH:15][C:10]([CH2:9][O:8][C:5]2[CH:6]=[CH:7][C:2]([C:22]3[S:23][C:19]([CH3:18])=[CH:20][N:21]=3)=[N:3][CH:4]=2)=[CH:11][CH:12]=1, predict the reactants needed to synthesize it. The reactants are: Br[C:2]1[CH:7]=[CH:6][C:5]([O:8][CH2:9][C:10]2[CH:15]=[CH:14][C:13]([O:16][CH3:17])=[CH:12][CH:11]=2)=[CH:4][N:3]=1.[CH3:18][C:19]1[S:23][CH:22]=[N:21][CH:20]=1.C([O-])([O-])=O.[Cs+].[Cs+]. (7) Given the product [Cl:1][C:2]1[CH:3]=[C:4]([N+:9]([O-:11])=[O:10])[C:5](=[O:8])[N:6]([CH2:18][C:17]2[CH:20]=[CH:21][C:14]([O:13][CH3:12])=[CH:15][CH:16]=2)[CH:7]=1, predict the reactants needed to synthesize it. The reactants are: [Cl:1][C:2]1[CH:3]=[C:4]([N+:9]([O-:11])=[O:10])[C:5]([OH:8])=[N:6][CH:7]=1.[CH3:12][O:13][C:14]1[CH:21]=[CH:20][C:17]([CH2:18]Cl)=[CH:16][CH:15]=1. (8) Given the product [C:21]([C:11]1[NH:12][C:13]([C:14]2[CH:19]=[CH:18][CH:17]=[C:16]([CH3:20])[N:15]=2)=[C:9]([C:6]2[CH:7]=[CH:8][C:3]3[NH:2][C:26](=[O:27])[O:25][C:4]=3[CH:5]=2)[N:10]=1)([CH3:22])([CH3:24])[CH3:23], predict the reactants needed to synthesize it. The reactants are: Cl.[NH2:2][C:3]1[CH:8]=[CH:7][C:6]([C:9]2[N:10]=[C:11]([C:21]([CH3:24])([CH3:23])[CH3:22])[NH:12][C:13]=2[C:14]2[CH:19]=[CH:18][CH:17]=[C:16]([CH3:20])[N:15]=2)=[CH:5][C:4]=1[OH:25].[C:26](N1C=CN=C1)(N1C=CN=C1)=[O:27].C(N(CC)CC)C. (9) Given the product [CH3:1][N:2]([C:6]1[CH:11]=[CH:10][CH:9]=[C:8]([C:12]2[N:21]3[N:22]=[CH:23][C:24]([C:25]([C:27]4[S:28][CH:29]=[CH:30][CH:31]=4)=[O:26])=[C:17]3[N:15]=[CH:14][CH:13]=2)[CH:7]=1)[C:3](=[O:5])[OH:4], predict the reactants needed to synthesize it. The reactants are: [CH3:1][N:2]([C:6]1[CH:11]=[CH:10][CH:9]=[C:8]([C:12](=O)[CH:13]=[CH:14][N:15]([CH3:17])C)[CH:7]=1)[C:3](=[O:5])[OH:4].NC1[C:24]([C:25]([C:27]2[S:28][CH:29]=[CH:30][CH:31]=2)=[O:26])=[CH:23][NH:22][N:21]=1. (10) Given the product [O:1]=[C:2]1[C:10]2[C:5](=[CH:6][CH:7]=[CH:8][CH:9]=2)[C:4](=[O:11])[N:3]1[CH2:12][CH2:13][CH2:14][CH2:15][N:16]1[C:24]2[C:19](=[CH:20][CH:21]=[C:22]([C:25]([C:27]3[S:28][C:29]([C:38]4[CH:43]=[CH:42][CH:41]=[C:40]([OH:44])[CH:39]=4)=[C:30]([CH2:32][C:33]([O:35][CH2:36][CH3:37])=[O:34])[CH:31]=3)=[O:26])[CH:23]=2)[CH:18]=[C:17]1[C:45]1[CH:46]=[CH:47][C:48]([C:49]([OH:51])=[O:50])=[CH:59][CH:60]=1, predict the reactants needed to synthesize it. The reactants are: [O:1]=[C:2]1[C:10]2[C:5](=[CH:6][CH:7]=[CH:8][CH:9]=2)[C:4](=[O:11])[N:3]1[CH2:12][CH2:13][CH2:14][CH2:15][N:16]1[C:24]2[C:19](=[CH:20][CH:21]=[C:22]([C:25]([C:27]3[S:28][C:29]([C:38]4[CH:43]=[CH:42][CH:41]=[C:40]([OH:44])[CH:39]=4)=[C:30]([CH2:32][C:33]([O:35][CH2:36][CH3:37])=[O:34])[CH:31]=3)=[O:26])[CH:23]=2)[CH:18]=[C:17]1[C:45]1[CH:60]=[CH:59][C:48]([C:49]([O:51]CC2C=CC=CC=2)=[O:50])=[CH:47][CH:46]=1.